Dataset: TCR-epitope binding with 47,182 pairs between 192 epitopes and 23,139 TCRs. Task: Binary Classification. Given a T-cell receptor sequence (or CDR3 region) and an epitope sequence, predict whether binding occurs between them. The epitope is RTLNAWVKV. The TCR CDR3 sequence is CASSFQGLVSSYNEQFF. Result: 0 (the TCR does not bind to the epitope).